This data is from NCI-60 drug combinations with 297,098 pairs across 59 cell lines. The task is: Regression. Given two drug SMILES strings and cell line genomic features, predict the synergy score measuring deviation from expected non-interaction effect. (1) Drug 1: C1CN1C2=NC(=NC(=N2)N3CC3)N4CC4. Drug 2: CN(C)N=NC1=C(NC=N1)C(=O)N. Cell line: SN12C. Synergy scores: CSS=46.6, Synergy_ZIP=-0.716, Synergy_Bliss=0.923, Synergy_Loewe=1.98, Synergy_HSA=4.58. (2) Drug 1: C1CN1P(=S)(N2CC2)N3CC3. Drug 2: C1C(C(OC1N2C=C(C(=O)NC2=O)F)CO)O. Cell line: PC-3. Synergy scores: CSS=21.4, Synergy_ZIP=-6.62, Synergy_Bliss=-2.71, Synergy_Loewe=-29.2, Synergy_HSA=-0.738. (3) Drug 1: C1CCC(CC1)NC(=O)N(CCCl)N=O. Drug 2: CC12CCC3C(C1CCC2OP(=O)(O)O)CCC4=C3C=CC(=C4)OC(=O)N(CCCl)CCCl.[Na+]. Cell line: NCI-H226. Synergy scores: CSS=2.06, Synergy_ZIP=-5.79, Synergy_Bliss=-9.44, Synergy_Loewe=-15.9, Synergy_HSA=-10.1. (4) Drug 1: C1CN1P(=S)(N2CC2)N3CC3. Drug 2: C1CN(P(=O)(OC1)NCCCl)CCCl. Cell line: HCT116. Synergy scores: CSS=32.7, Synergy_ZIP=-7.74, Synergy_Bliss=-1.87, Synergy_Loewe=-31.8, Synergy_HSA=-0.257. (5) Drug 1: CC12CCC(CC1=CCC3C2CCC4(C3CC=C4C5=CN=CC=C5)C)O. Drug 2: CCC1(CC2CC(C3=C(CCN(C2)C1)C4=CC=CC=C4N3)(C5=C(C=C6C(=C5)C78CCN9C7C(C=CC9)(C(C(C8N6C)(C(=O)OC)O)OC(=O)C)CC)OC)C(=O)OC)O.OS(=O)(=O)O. Cell line: 786-0. Synergy scores: CSS=32.4, Synergy_ZIP=12.7, Synergy_Bliss=15.4, Synergy_Loewe=0.791, Synergy_HSA=15.7. (6) Drug 1: CC(C)(C#N)C1=CC(=CC(=C1)CN2C=NC=N2)C(C)(C)C#N. Drug 2: B(C(CC(C)C)NC(=O)C(CC1=CC=CC=C1)NC(=O)C2=NC=CN=C2)(O)O. Cell line: SK-OV-3. Synergy scores: CSS=37.8, Synergy_ZIP=-2.05, Synergy_Bliss=-2.63, Synergy_Loewe=-11.9, Synergy_HSA=-3.71.